This data is from NCI-60 drug combinations with 297,098 pairs across 59 cell lines. The task is: Regression. Given two drug SMILES strings and cell line genomic features, predict the synergy score measuring deviation from expected non-interaction effect. (1) Drug 1: CCN(CC)CCNC(=O)C1=C(NC(=C1C)C=C2C3=C(C=CC(=C3)F)NC2=O)C. Drug 2: CCC1(C2=C(COC1=O)C(=O)N3CC4=CC5=C(C=CC(=C5CN(C)C)O)N=C4C3=C2)O.Cl. Cell line: HCT116. Synergy scores: CSS=47.9, Synergy_ZIP=7.49, Synergy_Bliss=5.76, Synergy_Loewe=-25.4, Synergy_HSA=5.13. (2) Drug 2: CC1=C(C(CCC1)(C)C)C=CC(=CC=CC(=CC(=O)O)C)C. Drug 1: COC1=C(C=C2C(=C1)N=CN=C2NC3=CC(=C(C=C3)F)Cl)OCCCN4CCOCC4. Synergy scores: CSS=32.6, Synergy_ZIP=2.09, Synergy_Bliss=2.67, Synergy_Loewe=-1.52, Synergy_HSA=3.92. Cell line: DU-145. (3) Drug 1: C1C(C(OC1N2C=C(C(=O)NC2=O)F)CO)O. Drug 2: CC1C(C(CC(O1)OC2CC(CC3=C2C(=C4C(=C3O)C(=O)C5=C(C4=O)C(=CC=C5)OC)O)(C(=O)CO)O)N)O.Cl. Cell line: COLO 205. Synergy scores: CSS=53.5, Synergy_ZIP=-4.74, Synergy_Bliss=-3.03, Synergy_Loewe=1.50, Synergy_HSA=3.07. (4) Drug 1: C1CC2CC3=C(CC1C24CN(S(=O)(=O)N4)CC(F)(F)F)C=CC(=C3)C=CCN5CCC(CC5)C(F)(F)F. Drug 2: C1CC(CCC1OC2=C(C(=CC=C2)Cl)F)(CC3=NC(=CC=C3)NC4=NC=CS4)C(=O)O. Cell line: NCI-H460. Synergy scores: CSS=34.8, Synergy_ZIP=-6.48, Synergy_Bliss=-6.67, Synergy_Loewe=-8.16, Synergy_HSA=-2.56. (5) Drug 1: CC1C(C(=O)NC(C(=O)N2CCCC2C(=O)N(CC(=O)N(C(C(=O)O1)C(C)C)C)C)C(C)C)NC(=O)C3=C4C(=C(C=C3)C)OC5=C(C(=O)C(=C(C5=N4)C(=O)NC6C(OC(=O)C(N(C(=O)CN(C(=O)C7CCCN7C(=O)C(NC6=O)C(C)C)C)C)C(C)C)C)N)C. Drug 2: CC(C)CN1C=NC2=C1C3=CC=CC=C3N=C2N. Cell line: SN12C. Synergy scores: CSS=21.7, Synergy_ZIP=-5.36, Synergy_Bliss=-4.10, Synergy_Loewe=-11.2, Synergy_HSA=-3.00.